Dataset: Reaction yield outcomes from USPTO patents with 853,638 reactions. Task: Predict the reaction yield, written as a fraction of the theoretical maximum amount of product (1.0 means a 100% yield; for example, 0.34 means a 34% yield). (1) The product is [C:12]([O:11][C:9]([N:19]([CH2:16][CH:17]=[CH2:18])[CH2:20][C:21]1[CH:22]=[CH:23][CH:24]=[C:25]2[C:29]=1[NH:28][CH:27]=[CH:26]2)=[O:10])([CH3:13])([CH3:14])[CH3:15]. The catalyst is O1CCCC1. The reactants are [C:9](O[C:9]([O:11][C:12]([CH3:15])([CH3:14])[CH3:13])=[O:10])([O:11][C:12]([CH3:15])([CH3:14])[CH3:13])=[O:10].[CH2:16]([NH:19][CH2:20][C:21]1[CH:22]=[CH:23][CH:24]=[C:25]2[C:29]=1[NH:28][CH:27]=[CH:26]2)[CH:17]=[CH2:18].C(OCC)(=O)C. The yield is 1.00. (2) The reactants are [N+:1]([C:4]1[CH:11]=[CH:10][C:7]([CH:8]=O)=[CH:6][CH:5]=1)([O-:3])=[O:2].[C:12]1([CH2:18][C:19]#[N:20])[CH:17]=[CH:16][CH:15]=[CH:14][CH:13]=1.[O-]CC.[Na+]. The catalyst is C(O)C. The product is [N+:1]([C:4]1[CH:11]=[CH:10][C:7]([CH:8]=[C:18]([C:12]2[CH:17]=[CH:16][CH:15]=[CH:14][CH:13]=2)[C:19]#[N:20])=[CH:6][CH:5]=1)([O-:3])=[O:2]. The yield is 0.884. (3) The reactants are [N+:1]([C:4]1[CH:10]=[C:9]([N+:11]([O-:13])=[O:12])[CH:8]=[C:7](Br)[C:5]=1[NH2:6])([O-:3])=[O:2].[CH2:15]([Sn]([CH2:15][CH2:16][CH2:17][CH3:18])([CH2:15][CH2:16][CH2:17][CH3:18])[CH2:15][CH2:16][CH2:17][CH3:18])[CH2:16][CH2:17][CH3:18]. The catalyst is CN(C=O)C. The product is [N+:1]([C:4]1[CH:10]=[C:9]([N+:11]([O-:13])=[O:12])[CH:8]=[C:7]([CH2:15][CH2:16][CH2:17][CH3:18])[C:5]=1[NH2:6])([O-:3])=[O:2]. The yield is 0.270. (4) The reactants are [OH-].[Na+].C([O:6][C@@H:7]([CH2:10][CH2:11][CH2:12][CH2:13][CH3:14])[CH:8]=[CH2:9])(=O)C.[NH4+].[Cl-]. The catalyst is CO. The product is [CH2:9]=[CH:8][C@@H:7]([OH:6])[CH2:10][CH2:11][CH2:12][CH2:13][CH3:14]. The yield is 0.910. (5) The reactants are Br[C:2]1[C:15]2[CH:16]=[CH:17][CH:18]=[CH:19][C:14]=2[C:13]2[C:12]3[CH:11]=[CH:10][CH:9]=[CH:8][C:7]=3[CH:6]=[CH:5][C:4]=2[CH:3]=1.C([Li])CCC.[B:25](OC(C)C)([O:30]C(C)C)[O:26]C(C)C.Cl. The catalyst is C(OCC)C.CCCCCC. The product is [CH:19]1[C:14]2[C:13]3[C:12]4[CH:11]=[CH:10][CH:9]=[CH:8][C:7]=4[CH:6]=[CH:5][C:4]=3[CH:3]=[C:2]([B:25]([OH:30])[OH:26])[C:15]=2[CH:16]=[CH:17][CH:18]=1. The yield is 0.600. (6) The reactants are [Cl:1][C:2]1[CH:3]=[C:4]2[C:9](=[CH:10][C:11]=1[OH:12])[NH:8][C:7](=[O:13])[C:6]([CH2:14][NH:15][C:16]1[CH:23]=[CH:22][C:19]([C:20]#[N:21])=[C:18]([O:24][CH3:25])[CH:17]=1)=[CH:5]2.[N:26]1[CH:31]=[CH:30][CH:29]=[C:28]([CH2:32]O)[CH:27]=1.C1(P(C2C=CC=CC=2)C2C=CC=CC=2)C=CC=CC=1.N(/C(OC(C)C)=O)=N\C(OC(C)C)=O. The catalyst is C1COCC1. The product is [Cl:1][C:2]1[CH:3]=[C:4]2[C:9](=[CH:10][C:11]=1[O:12][CH2:32][C:28]1[CH:27]=[N:26][CH:31]=[CH:30][CH:29]=1)[NH:8][C:7](=[O:13])[C:6]([CH2:14][NH:15][C:16]1[CH:23]=[CH:22][C:19]([C:20]#[N:21])=[C:18]([O:24][CH3:25])[CH:17]=1)=[CH:5]2. The yield is 0.280.